Dataset: Forward reaction prediction with 1.9M reactions from USPTO patents (1976-2016). Task: Predict the product of the given reaction. (1) Given the reactants FC(F)(F)S(O[C:7]1[CH:24]=[C:23]([O:25][CH3:26])[CH:22]=[C:21]2[C:8]=1[C@@:9]1([CH3:30])[C@H:18]([CH2:19][S:20]2)[C@:17]2([CH3:27])[C@H:12]([C:13]([CH3:29])([CH3:28])[CH2:14][CH2:15][CH2:16]2)[CH2:11][CH2:10]1)(=O)=O.[CH3:33][N:34](C=O)C, predict the reaction product. The product is: [CH3:26][O:25][C:23]1[CH:22]=[C:21]2[C:8]([C@@:9]3([CH3:30])[C@H:18]([CH2:19][S:20]2)[C@:17]2([CH3:27])[C@H:12]([C:13]([CH3:29])([CH3:28])[CH2:14][CH2:15][CH2:16]2)[CH2:11][CH2:10]3)=[C:7]([C:33]#[N:34])[CH:24]=1. (2) Given the reactants [N:1]1[N:5]2[CH:6]=[CH:7][C:8]([C:10]([OH:12])=O)=[CH:9][C:4]2=[CH:3][CH:2]=1.[N:13]1([S:19]([C:22]2[CH:29]=[CH:28][C:25]([CH2:26][NH2:27])=[CH:24][CH:23]=2)(=[O:21])=[O:20])[CH2:18][CH2:17][CH2:16][CH2:15][CH2:14]1.CCN(C(C)C)C(C)C.CCN=C=NCCCN(C)C.Cl.C1C=CC2N(O)N=NC=2C=1, predict the reaction product. The product is: [N:13]1([S:19]([C:22]2[CH:29]=[CH:28][C:25]([CH2:26][NH:27][C:10]([C:8]3[CH:7]=[CH:6][N:5]4[N:1]=[CH:2][CH:3]=[C:4]4[CH:9]=3)=[O:12])=[CH:24][CH:23]=2)(=[O:21])=[O:20])[CH2:14][CH2:15][CH2:16][CH2:17][CH2:18]1. (3) Given the reactants [CH:1]1[C:10]2[C:5](=[CH:6][CH:7]=[C:8]([C:11]([OH:13])=O)[CH:9]=2)[CH:4]=[CH:3][N:2]=1.C(N(CC)C(C)C)(C)C.CN(C(ON1N=NC2C=CC=CC1=2)=[N+](C)C)C.F[P-](F)(F)(F)(F)F.[NH2:47][C@@H:48]([CH2:62][C:63]1[CH:68]=[C:67]([F:69])[CH:66]=[C:65]([F:70])[CH:64]=1)[C@H:49]([OH:61])[CH2:50][NH:51][CH2:52][C:53]1[CH:58]=[CH:57][CH:56]=[C:55]([CH2:59][CH3:60])[CH:54]=1, predict the reaction product. The product is: [F:69][C:67]1[CH:68]=[C:63]([CH:64]=[C:65]([F:70])[CH:66]=1)[CH2:62][C@H:48]([NH:47][C:11]([C:8]1[CH:9]=[C:10]2[C:5]([CH:4]=[CH:3][N:2]=[CH:1]2)=[CH:6][CH:7]=1)=[O:13])[C@H:49]([OH:61])[CH2:50][NH:51][CH2:52][C:53]1[CH:58]=[CH:57][CH:56]=[C:55]([CH2:59][CH3:60])[CH:54]=1. (4) Given the reactants [Cl:1][C:2]1[CH:15]=[CH:14][C:5]([O:6][C:7]2[CH:13]=[CH:12][C:10]([NH2:11])=[CH:9][CH:8]=2)=[C:4]([CH:16]2[CH2:21][CH2:20][CH2:19][CH2:18][CH2:17]2)[CH:3]=1.C[N:23]([CH:25]=O)C.Br[CH2:28][C:29]([C:31]1[CH:36]=[CH:35][C:34]([O:37][CH2:38][CH2:39][CH2:40][N:41]([CH2:44][CH3:45])[CH2:42][CH3:43])=[CH:33][CH:32]=1)=O, predict the reaction product. The product is: [CH2:15]([C:25]1[N:11]([C:10]2[CH:12]=[CH:13][C:7]([O:6][C:5]3[CH:14]=[CH:15][C:2]([Cl:1])=[CH:3][C:4]=3[CH:16]3[CH2:21][CH2:20][CH2:19][CH2:18][CH2:17]3)=[CH:8][CH:9]=2)[CH:28]=[C:29]([C:31]2[CH:36]=[CH:35][C:34]([O:37][CH2:38][CH2:39][CH2:40][N:41]([CH2:44][CH3:45])[CH2:42][CH3:43])=[CH:33][CH:32]=2)[N:23]=1)[CH2:2][CH2:3][CH3:4].